This data is from Peptide-MHC class I binding affinity with 185,985 pairs from IEDB/IMGT. The task is: Regression. Given a peptide amino acid sequence and an MHC pseudo amino acid sequence, predict their binding affinity value. This is MHC class I binding data. (1) The peptide sequence is FTFERSKIK. The MHC is HLA-B18:01 with pseudo-sequence HLA-B18:01. The binding affinity (normalized) is 0.0847. (2) The peptide sequence is RDYVDRFFKTL. The MHC is HLA-A68:02 with pseudo-sequence HLA-A68:02. The binding affinity (normalized) is 0. (3) The peptide sequence is YPIKVSARV. The MHC is Patr-B0101 with pseudo-sequence Patr-B0101. The binding affinity (normalized) is 0. (4) The peptide sequence is VIDLEPIPY. The MHC is HLA-A01:01 with pseudo-sequence HLA-A01:01. The binding affinity (normalized) is 0.705. (5) The peptide sequence is TSTLQEQIAW. The MHC is HLA-B40:02 with pseudo-sequence HLA-B40:02. The binding affinity (normalized) is 0. (6) The peptide sequence is SEISVILQEL. The binding affinity (normalized) is 0.229. The MHC is HLA-B45:01 with pseudo-sequence HLA-B45:01. (7) The peptide sequence is IILLILSCI. The MHC is HLA-A02:01 with pseudo-sequence HLA-A02:01. The binding affinity (normalized) is 0.638. (8) The binding affinity (normalized) is 0.0188. The MHC is HLA-A02:01 with pseudo-sequence HLA-A02:01. The peptide sequence is KPAVSSDSDI.